Dataset: Peptide-MHC class I binding affinity with 185,985 pairs from IEDB/IMGT. Task: Regression. Given a peptide amino acid sequence and an MHC pseudo amino acid sequence, predict their binding affinity value. This is MHC class I binding data. (1) The peptide sequence is TANVVFRYM. The MHC is H-2-Db with pseudo-sequence H-2-Db. The binding affinity (normalized) is 0.0541. (2) The peptide sequence is EPEVANLDII. The MHC is HLA-B53:01 with pseudo-sequence HLA-B53:01. The binding affinity (normalized) is 0.164. (3) The peptide sequence is QPAGGKAEF. The MHC is HLA-B46:01 with pseudo-sequence HLA-B46:01. The binding affinity (normalized) is 0.0847. (4) The peptide sequence is LIFNVKSKLL. The MHC is HLA-A02:03 with pseudo-sequence HLA-A02:03. The binding affinity (normalized) is 0.186. (5) The peptide sequence is TILGIGTVL. The MHC is Patr-B1301 with pseudo-sequence Patr-B1301. The binding affinity (normalized) is 0.323. (6) The peptide sequence is MYPSCCCTK. The MHC is HLA-A02:02 with pseudo-sequence HLA-A02:02. The binding affinity (normalized) is 0. (7) The peptide sequence is PPTTDADVFW. The MHC is Mamu-B17 with pseudo-sequence Mamu-B17. The binding affinity (normalized) is 0.287. (8) The peptide sequence is CIPWQRLLL. The MHC is Mamu-A01 with pseudo-sequence Mamu-A01. The binding affinity (normalized) is 0.416. (9) The peptide sequence is ALDISFTGA. The MHC is HLA-B44:02 with pseudo-sequence HLA-B44:02. The binding affinity (normalized) is 0.213. (10) The peptide sequence is VMPKTGLLI. The MHC is HLA-A24:02 with pseudo-sequence HLA-A24:02. The binding affinity (normalized) is 0.634.